Task: Predict the reaction yield, written as a fraction of the theoretical maximum amount of product (1.0 means a 100% yield; for example, 0.34 means a 34% yield).. Dataset: Reaction yield outcomes from USPTO patents with 853,638 reactions The reactants are [NH2:1][C:2]1[CH:18]=[C:17]([CH3:19])[CH:16]=[CH:15][C:3]=1[C:4]([NH:6][CH:7]1[CH2:12][CH2:11][C:10](=[O:13])[NH:9][C:8]1=[O:14])=[O:5].[C:20]1(C)C=CC(S(O)(=O)=O)=CC=1. The catalyst is C(OC)(OC)OC. The product is [CH3:19][C:17]1[CH:18]=[C:2]2[C:3]([C:4](=[O:5])[N:6]([CH:7]3[CH2:12][CH2:11][C:10](=[O:13])[NH:9][C:8]3=[O:14])[CH:20]=[N:1]2)=[CH:15][CH:16]=1. The yield is 0.850.